Dataset: Peptide-MHC class I binding affinity with 185,985 pairs from IEDB/IMGT. Task: Regression. Given a peptide amino acid sequence and an MHC pseudo amino acid sequence, predict their binding affinity value. This is MHC class I binding data. The peptide sequence is LTSREVLLL. The MHC is HLA-A01:01 with pseudo-sequence HLA-A01:01. The binding affinity (normalized) is 0.476.